From a dataset of Reaction yield outcomes from USPTO patents with 853,638 reactions. Predict the reaction yield, written as a fraction of the theoretical maximum amount of product (1.0 means a 100% yield; for example, 0.34 means a 34% yield). (1) The reactants are [CH2:1]([O:3][C:4](=[O:17])[CH2:5][CH2:6][CH2:7][O:8][C:9]1[CH:14]=[CH:13][CH:12]=[CH:11][C:10]=1[CH:15]=O)[CH3:2].[O-]CC.[Na+].Cl. The catalyst is C(=O)(OCC)OCC.C(O)C. The product is [CH2:1]([O:3][C:4]([C:5]1[CH2:6][CH2:7][O:8][C:9]2[CH:14]=[CH:13][CH:12]=[CH:11][C:10]=2[CH:15]=1)=[O:17])[CH3:2]. The yield is 0.610. (2) The reactants are [NH2:1][OH:2].[C:3]([C:5]1[CH:10]=[CH:9][C:8]([CH:11]2[CH2:16][CH2:15][N:14]([C:17]([C:19]3[CH:20]=[CH:21][C:22]([CH3:30])=[C:23]([NH:25][S:26]([CH3:29])(=[O:28])=[O:27])[CH:24]=3)=[O:18])[CH2:13][CH2:12]2)=[CH:7][CH:6]=1)#[N:4]. The catalyst is CCO. The product is [OH:2]/[N:1]=[C:3](\[NH2:4])/[C:5]1[CH:10]=[CH:9][C:8]([CH:11]2[CH2:12][CH2:13][N:14]([C:17](=[O:18])[C:19]3[CH:20]=[CH:21][C:22]([CH3:30])=[C:23]([NH:25][S:26]([CH3:29])(=[O:28])=[O:27])[CH:24]=3)[CH2:15][CH2:16]2)=[CH:7][CH:6]=1. The yield is 0.840. (3) The reactants are Cl[S:2]([C:5]1[CH:14]=[CH:13][C:12]2[NH:11][C:10](=[O:15])[C:9]3[NH:16][CH:17]=[C:18]([C:19]([OH:21])=[O:20])[C:8]=3[C:7]=2[CH:6]=1)(=[O:4])=[O:3].[CH2:22]([N:24](CC)CC)C.Cl.CN. No catalyst specified. The product is [CH3:22][NH:24][S:2]([C:5]1[CH:14]=[CH:13][C:12]2[NH:11][C:10](=[O:15])[C:9]3[NH:16][CH:17]=[CH:18][C:8]=3[C:7]=2[CH:6]=1)(=[O:3])=[O:4].[CH2:18]([C:19]([O-:21])=[O:20])[CH3:17]. The yield is 0.110. (4) The reactants are [F:1][C:2]1[CH:7]=[C:6]([O:8][CH2:9][CH2:10][OH:11])[CH:5]=[CH:4][C:3]=1[NH:12][C:13]1[O:14][CH2:15][C:16](=[O:23])[C:17]=1[C:18]([O:20][CH2:21][CH3:22])=[O:19].[NH:24]1[C:32]2[C:27](=[CH:28][CH:29]=[CH:30][N:31]=2)[C:26]([CH:33]=O)=[CH:25]1.[OH-].[Na+]. The catalyst is C(O)C.Cl. The product is [NH:24]1[C:32]2=[N:31][CH:30]=[CH:29][CH:28]=[C:27]2[C:26]([CH:33]=[C:15]2[O:14][C:13]([NH:12][C:3]3[CH:4]=[CH:5][C:6]([O:8][CH2:9][CH2:10][OH:11])=[CH:7][C:2]=3[F:1])=[C:17]([C:18]([O:20][CH2:21][CH3:22])=[O:19])[C:16]2=[O:23])=[CH:25]1. The yield is 0.590.